Task: Predict which catalyst facilitates the given reaction.. Dataset: Catalyst prediction with 721,799 reactions and 888 catalyst types from USPTO (1) Reactant: [NH2:1][C:2]1[C:7]([C:8]#[N:9])=[C:6]([C:10]2[CH:11]=[C:12]([NH:16][C:17]([CH:19]3[CH2:23][CH2:22][C:21](=[O:24])[O:20]3)=[O:18])[CH:13]=[CH:14][CH:15]=2)[CH:5]=[C:4]([C:25]2[CH:30]=[CH:29][CH:28]=[CH:27][C:26]=2[OH:31])[N:3]=1.[OH-:32].[Na+:33]. Product: [NH2:1][C:2]1[C:7]([C:8]#[N:9])=[C:6]([C:10]2[CH:11]=[C:12]([NH:16][C:17](=[O:18])[CH:19]([OH:32])[CH2:23][CH2:22][C:21]([O-:20])=[O:24])[CH:13]=[CH:14][CH:15]=2)[CH:5]=[C:4]([C:25]2[CH:30]=[CH:29][CH:28]=[CH:27][C:26]=2[OH:31])[N:3]=1.[Na+:33]. The catalyst class is: 5. (2) Reactant: C([O:3][C:4]([C:6]1[CH:7]=[N:8][C:9]2[C:14]([CH:15]=1)=[CH:13][C:12]([C:16]#[N:17])=[CH:11][CH:10]=2)=[O:5])C.[Li+].[OH-].Cl. Product: [C:16]([C:12]1[CH:13]=[C:14]2[C:9](=[CH:10][CH:11]=1)[N:8]=[CH:7][C:6]([C:4]([OH:5])=[O:3])=[CH:15]2)#[N:17]. The catalyst class is: 214.